Task: Predict the product of the given reaction.. Dataset: Forward reaction prediction with 1.9M reactions from USPTO patents (1976-2016) (1) Given the reactants [CH3:1][C:2]([C:4]1[CH:9]=[CH:8][CH:7]=[C:6]([N+:10]([O-:12])=[O:11])[CH:5]=1)=[O:3].[N+:13]([C:16]1[CH:17]=[C:18]([CH:21]=[CH:22][CH:23]=1)[CH:19]=O)([O-:15])=[O:14].OS(O)(=O)=O, predict the reaction product. The product is: [N+:10]([C:6]1[CH:5]=[C:4]([C:2](=[O:3])/[CH:1]=[CH:19]/[C:18]2[CH:21]=[CH:22][CH:23]=[C:16]([N+:13]([O-:15])=[O:14])[CH:17]=2)[CH:9]=[CH:8][CH:7]=1)([O-:12])=[O:11]. (2) Given the reactants [NH2:1][C:2]1[CH:3]=[C:4]2[C:8](=[CH:9][CH:10]=1)[N:7]([C:11]([O:13][C:14]([CH3:17])([CH3:16])[CH3:15])=[O:12])[CH:6]=[CH:5]2.Cl[C:19]1[N:28]=[CH:27][C:26]([CH:29]2[CH2:31][CH2:30]2)=[CH:25][C:20]=1[C:21]([O:23][CH3:24])=[O:22].C(=O)([O-])[O-].[Cs+].[Cs+].C(O[CH2:42][CH2:43][CH2:44]C)(=O)C, predict the reaction product. The product is: [CH2:24]([O:23][C:21]([C:20]1[C:19]([NH:1][C:2]2[CH:3]=[C:4]3[C:8](=[CH:9][CH:10]=2)[N:7]([C:11]([O:13][C:14]([CH3:17])([CH3:16])[CH3:15])=[O:12])[CH:6]=[CH:5]3)=[N:28][CH:27]=[C:26]([CH:29]2[CH2:31][CH2:30]2)[CH:25]=1)=[O:22])[CH2:42][CH2:43][CH3:44].